From a dataset of Reaction yield outcomes from USPTO patents with 853,638 reactions. Predict the reaction yield, written as a fraction of the theoretical maximum amount of product (1.0 means a 100% yield; for example, 0.34 means a 34% yield). (1) The reactants are [C:1]([O:5][C:6]([N:8]([CH3:13])[CH2:9][C:10]([OH:12])=O)=[O:7])([CH3:4])([CH3:3])[CH3:2].C1N=CN(C(N2C=NC=C2)=O)C=1.[Br-:26].[Br-:26].[NH2:28][CH2:29][CH2:30][CH2:31][P+:32]([C:45]1[CH:50]=[CH:49][CH:48]=[CH:47][CH:46]=1)([C:39]1[CH:44]=[CH:43][CH:42]=[CH:41][CH:40]=1)[C:33]1[CH:38]=[CH:37][CH:36]=[CH:35][CH:34]=1.[NH2:28][CH2:29][CH2:30][CH2:31][P+:32]([C:45]1[CH:50]=[CH:49][CH:48]=[CH:47][CH:46]=1)([C:33]1[CH:34]=[CH:35][CH:36]=[CH:37][CH:38]=1)[C:39]1[CH:44]=[CH:43][CH:42]=[CH:41][CH:40]=1. The catalyst is CN(C)C=O.C(Cl)Cl. The product is [C:1]([O:5][C:6]([N:8]([CH3:13])[CH2:9][C:10]([NH:28][CH2:29][CH2:30][CH2:31][P+:32]([C:45]1[CH:50]=[CH:49][CH:48]=[CH:47][CH:46]=1)([C:33]1[CH:34]=[CH:35][CH:36]=[CH:37][CH:38]=1)[C:39]1[CH:44]=[CH:43][CH:42]=[CH:41][CH:40]=1)=[O:12])=[O:7])([CH3:2])([CH3:3])[CH3:4].[Br-:26]. The yield is 0.650. (2) The product is [CH3:40][C:41]1([CH3:47])[NH:42][CH2:43][CH2:44][N:45]([C:33]([C:32]2[CH:31]=[CH:30][C:29]([NH:28][C:26]([NH:25][C:22]3[CH:21]=[CH:20][C:19]([C:10]4[N:11]=[C:12]([N:13]5[CH2:18][CH2:17][O:16][CH2:15][CH2:14]5)[C:7]5[CH:6]=[CH:5][N:4]([CH2:3][C:2]([F:39])([F:38])[F:1])[C:8]=5[N:9]=4)=[CH:24][CH:23]=3)=[O:27])=[CH:37][CH:36]=2)=[O:34])[CH2:46]1. No catalyst specified. The yield is 0.470. The reactants are [F:1][C:2]([F:39])([F:38])[CH2:3][N:4]1[C:8]2[N:9]=[C:10]([C:19]3[CH:24]=[CH:23][C:22]([NH:25][C:26]([NH:28][C:29]4[CH:37]=[CH:36][C:32]([C:33](O)=[O:34])=[CH:31][CH:30]=4)=[O:27])=[CH:21][CH:20]=3)[N:11]=[C:12]([N:13]3[CH2:18][CH2:17][O:16][CH2:15][CH2:14]3)[C:7]=2[CH:6]=[CH:5]1.[CH3:40][C:41]1([CH3:47])[CH2:46][NH:45][CH2:44][CH2:43][NH:42]1.